This data is from NCI-60 drug combinations with 297,098 pairs across 59 cell lines. The task is: Regression. Given two drug SMILES strings and cell line genomic features, predict the synergy score measuring deviation from expected non-interaction effect. Drug 1: C1CC(C1)(C(=O)O)C(=O)O.[NH2-].[NH2-].[Pt+2]. Drug 2: CC1=C(C(=O)C2=C(C1=O)N3CC4C(C3(C2COC(=O)N)OC)N4)N. Cell line: MDA-MB-435. Synergy scores: CSS=7.60, Synergy_ZIP=-4.87, Synergy_Bliss=-7.32, Synergy_Loewe=-13.6, Synergy_HSA=-8.28.